This data is from Forward reaction prediction with 1.9M reactions from USPTO patents (1976-2016). The task is: Predict the product of the given reaction. Given the reactants [C:1]1([CH:7]=O)[CH2:6][CH2:5][CH2:4][CH2:3][CH:2]=1.ClC1C=[C:12](C=CC=1)[CH:13]=[O:14].[CH3:18][Si:19]([CH3:26])([CH3:25])N[Si:19]([CH3:26])([CH3:25])[CH3:18].C([Li])CCC.C[Si](Cl)(C)C.C([N:39](CC)CC)C.C(Cl)(=O)C, predict the reaction product. The product is: [C:1]1([CH:7]=[N:39][C:13]([O:12][Si:19]([CH3:26])([CH3:25])[CH3:18])=[CH2:14])[CH2:6][CH2:5][CH2:4][CH2:3][CH:2]=1.